From a dataset of Catalyst prediction with 721,799 reactions and 888 catalyst types from USPTO. Predict which catalyst facilitates the given reaction. (1) Reactant: [Cl:1][C:2]1[CH:10]=[C:9]2[C:5]([CH2:6][C:7](=[O:11])[NH:8]2)=[CH:4][CH:3]=1.[Cl:12][C:13]1[CH:14]=[C:15]([CH:18]=[CH:19][CH:20]=1)[CH:16]=O.N1CCCC1. Product: [Cl:1][C:2]1[CH:10]=[C:9]2[C:5](/[C:6](=[CH:16]/[C:15]3[CH:18]=[CH:19][CH:20]=[C:13]([Cl:12])[CH:14]=3)/[C:7](=[O:11])[NH:8]2)=[CH:4][CH:3]=1. The catalyst class is: 5. (2) Reactant: Cl[CH2:2][C:3]([C:7]1[CH:12]=[C:11]([F:13])[CH:10]=[C:9]([F:14])[CH:8]=1)([OH:6])[CH2:4]Cl.C(=O)(O)[O-].[Na+].[CH2:20]([NH2:24])[CH2:21][CH2:22][CH3:23]. Product: [CH2:20]([N:24]1[CH2:4][C:3]([C:7]2[CH:12]=[C:11]([F:13])[CH:10]=[C:9]([F:14])[CH:8]=2)([OH:6])[CH2:2]1)[CH2:21][CH2:22][CH3:23]. The catalyst class is: 10. (3) Reactant: [CH2:1]([O:8][CH2:9][C:10]([NH:12][C:13]1[CH:14]=[C:15]2[C:19](=[CH:20][C:21]=1Br)[CH:18]([NH:23][C:24]1[CH:36]=[CH:35][C:27]([C:28]([O:30][C:31]([CH3:34])([CH3:33])[CH3:32])=[O:29])=[CH:26][CH:25]=1)[CH2:17][CH2:16]2)=[O:11])[C:2]1[CH:7]=[CH:6][CH:5]=[CH:4][CH:3]=1.[C:37]([Cu])#[N:38].N. Product: [CH2:1]([O:8][CH2:9][C:10]([NH:12][C:13]1[CH:14]=[C:15]2[C:19](=[CH:20][C:21]=1[C:37]#[N:38])[CH:18]([NH:23][C:24]1[CH:36]=[CH:35][C:27]([C:28]([O:30][C:31]([CH3:34])([CH3:33])[CH3:32])=[O:29])=[CH:26][CH:25]=1)[CH2:17][CH2:16]2)=[O:11])[C:2]1[CH:7]=[CH:6][CH:5]=[CH:4][CH:3]=1. The catalyst class is: 37.